Dataset: Catalyst prediction with 721,799 reactions and 888 catalyst types from USPTO. Task: Predict which catalyst facilitates the given reaction. (1) Reactant: [C:1](Cl)(=[O:4])[CH:2]=[CH2:3].[CH3:6][C:7]1([OH:19])[CH:14]2[CH2:15][CH:10]3[CH2:11][C:12]([OH:17])([CH2:16][C:8]1([OH:18])[CH2:9]3)[CH2:13]2.C(N(CC)CC)C.C1COCC1. Product: [C:1]([O:19][C:7]1([CH3:6])[CH:14]2[CH2:15][CH:10]3[CH2:11][C:12]([OH:17])([CH2:16][C:8]1([OH:18])[CH2:9]3)[CH2:13]2)(=[O:4])[CH:2]=[CH2:3]. The catalyst class is: 6. (2) Reactant: C(Cl)(=O)C(Cl)=O.[F:7][C:8]1[C:16]([F:17])=[CH:15][C:14]([F:18])=[CH:13][C:9]=1[C:10]([OH:12])=O.C(N(CC)CC)C.[CH3:26][N:27]([CH3:35])[CH:28]=[CH:29][C:30]([O:32][CH2:33][CH3:34])=[O:31]. Product: [CH2:33]([O:32][C:30](=[O:31])[C:29]([C:10]([C:9]1[CH:13]=[C:14]([F:18])[CH:15]=[C:16]([F:17])[C:8]=1[F:7])=[O:12])=[CH:28][N:27]([CH3:35])[CH3:26])[CH3:34]. The catalyst class is: 174.